Dataset: Forward reaction prediction with 1.9M reactions from USPTO patents (1976-2016). Task: Predict the product of the given reaction. (1) Given the reactants [CH2:1]([O:8][C:9]1[CH:15]=[CH:14][C:12]([NH2:13])=[CH:11][CH:10]=1)[CH2:2][CH2:3][CH2:4][CH2:5][CH2:6][CH3:7].C(OC([NH:23][C@H:24]([C:28](O)=[O:29])[C@@H:25]([CH3:27])[OH:26])=O)(C)(C)C, predict the reaction product. The product is: [NH2:23][C@@H:24]([C@H:25]([OH:26])[CH3:27])[C:28]([NH:13][C:12]1[CH:14]=[CH:15][C:9]([O:8][CH2:1][CH2:2][CH2:3][CH2:4][CH2:5][CH2:6][CH3:7])=[CH:10][CH:11]=1)=[O:29]. (2) Given the reactants C[O-].[Na+].[C:4]([C:7]1[CH:8]=[N:9][C:10]([O:13][CH3:14])=[CH:11][CH:12]=1)(=[O:6])[CH3:5].[C:15](OC)(=[O:20])[C:16]([O:18][CH3:19])=[O:17], predict the reaction product. The product is: [CH3:14][O:13][C:10]1[N:9]=[CH:8][C:7]([C:4](=[O:6])[CH2:5][C:15](=[O:20])[C:16]([O:18][CH3:19])=[O:17])=[CH:12][CH:11]=1. (3) The product is: [NH2:1][C:2]1[C:3]([C:8]([NH:18][C:17]2[CH:19]=[CH:20][C:14]([Cl:13])=[CH:15][CH:16]=2)=[O:10])=[N:4][CH:5]=[CH:6][CH:7]=1. Given the reactants [NH2:1][C:2]1[C:3]([C:8]([O:10]CC)=O)=[N:4][CH:5]=[CH:6][CH:7]=1.[Cl:13][C:14]1[CH:20]=[CH:19][C:17]([NH2:18])=[CH:16][CH:15]=1, predict the reaction product. (4) Given the reactants ClC(Cl)(Cl)[C:3]([N:5]([C:10]([CH3:19])([C:13]1[CH:18]=[CH:17][CH:16]=[CH:15][CH:14]=1)[CH:11]=[CH2:12])CC(C)=C)=[O:4].[OH-].[Na+].CCO.O(C([O:30][C:31]([CH3:34])([CH3:33])[CH3:32])=O)C([O:30][C:31]([CH3:34])([CH3:33])[CH3:32])=O.CCN(CC)CC, predict the reaction product. The product is: [C:31]([O:30][C:3](=[O:4])[NH:5][C:10]([CH3:19])([C:13]1[CH:14]=[CH:15][CH:16]=[CH:17][CH:18]=1)[CH:11]=[CH2:12])([CH3:34])([CH3:33])[CH3:32]. (5) Given the reactants C[Mg]Br.[CH2:4](OCC)C.[CH3:9][O:10][C:11]1[CH:16]=[CH:15][C:14]([C:17](=O)[CH3:18])=[CH:13][CH:12]=1.Cl, predict the reaction product. The product is: [CH3:9][O:10][C:11]1[CH:16]=[CH:15][C:14]([C:17]([CH3:18])=[CH2:4])=[CH:13][CH:12]=1. (6) Given the reactants [F:1][CH:2]([F:16])[C:3]1[C:12]2[CH:11]=[N:10][C:9](SC)=[N:8][C:7]=2[C:6]([I:15])=[CH:5][N:4]=1.[Cl:17]CCl.S(Cl)(Cl)(=O)=O, predict the reaction product. The product is: [Cl:17][C:9]1[N:10]=[CH:11][C:12]2[C:3]([CH:2]([F:16])[F:1])=[N:4][CH:5]=[C:6]([I:15])[C:7]=2[N:8]=1. (7) Given the reactants [N:1]1[CH:6]=[CH:5][CH:4]=[CH:3][C:2]=1[C:7]1[NH:23][C:10]2[N:11]=[CH:12][N:13]=[C:14]([O:15][C:16]3[CH:21]=[CH:20][C:19]([NH2:22])=[CH:18][CH:17]=3)[C:9]=2[CH:8]=1.C1([O:30][C:31](=O)[NH:32][C:33]2[S:34][CH:35]=[CH:36][N:37]=2)C=CC=CC=1, predict the reaction product. The product is: [N:1]1[CH:6]=[CH:5][CH:4]=[CH:3][C:2]=1[C:7]1[NH:23][C:10]2[N:11]=[CH:12][N:13]=[C:14]([O:15][C:16]3[CH:21]=[CH:20][C:19]([NH:22][C:31]([NH:32][C:33]4[S:34][CH:35]=[CH:36][N:37]=4)=[O:30])=[CH:18][CH:17]=3)[C:9]=2[CH:8]=1.